This data is from Catalyst prediction with 721,799 reactions and 888 catalyst types from USPTO. The task is: Predict which catalyst facilitates the given reaction. (1) Reactant: Cl[C:2]1[CH:10]=[CH:9][C:5]([C:6]([NH2:8])=[O:7])=[C:4]([C@H](C)COC)[N:3]=1.[CH:16]1([NH:19][C:20]([C:22]2[CH:23]=[C:24]([F:32])[C:25]([CH3:31])=[C:26](B(O)O)[CH:27]=2)=[O:21])[CH2:18][CH2:17]1.[C:33](=[O:36])([O-])O.[Na+].[CH3:38][CH:39](O)[CH3:40]. Product: [CH:16]1([NH:19][C:20]([C:22]2[CH:23]=[C:24]([F:32])[C:25]([CH3:31])=[C:26]([C:2]3[N:3]=[CH:4][C:5]([C:6]([NH:8][C@@H:39]([CH3:40])[CH2:38][O:36][CH3:33])=[O:7])=[CH:9][CH:10]=3)[CH:27]=2)=[O:21])[CH2:18][CH2:17]1. The catalyst class is: 73. (2) Product: [CH2:1]([C@@H:3]1[NH:8][CH2:7][CH2:6][N:5]([CH2:10][C:11]2[CH:16]=[CH:15][CH:14]=[CH:13][CH:12]=2)[CH2:4]1)[CH3:2]. The catalyst class is: 1. Reactant: [CH2:1]([C@@H:3]1[NH:8][C:7](=O)[CH2:6][N:5]([CH2:10][C:11]2[CH:16]=[CH:15][CH:14]=[CH:13][CH:12]=2)[C:4]1=O)[CH3:2].[H-].[H-].[H-].[H-].[Li+].[Al+3]. (3) The catalyst class is: 663. Reactant: [N+:1]([C:4]1[C:5]([NH2:15])=[N:6][N:7]([C:9]2[CH:14]=[CH:13][CH:12]=[CH:11][CH:10]=2)[CH:8]=1)([O-])=O.[C:16](O[C:16]([O:18][C:19]([CH3:22])([CH3:21])[CH3:20])=[O:17])([O:18][C:19]([CH3:22])([CH3:21])[CH3:20])=[O:17].C(N(CC)CC)C. Product: [NH2:15][C:5]1[C:4]([NH:1][C:16](=[O:17])[O:18][C:19]([CH3:22])([CH3:21])[CH3:20])=[CH:8][N:7]([C:9]2[CH:14]=[CH:13][CH:12]=[CH:11][CH:10]=2)[N:6]=1. (4) Reactant: [Cl:1][C:2]1[CH:8]=[CH:7][C:5]([NH2:6])=[CH:4][CH:3]=1.N([O-])=O.[Na+].[N-:13]=[N+:14]=[N-].[Na+]. The catalyst class is: 574. Product: [N:6]([C:5]1[CH:7]=[CH:8][C:2]([Cl:1])=[CH:3][CH:4]=1)=[N+:13]=[N-:14]. (5) Product: [C:14]1(/[CH:13]=[N:1]/[C:2]2[CH:3]=[CH:4][CH:5]=[C:6]3[C:11]=2[CH:10]=[C:9]([OH:12])[CH:8]=[CH:7]3)[CH:19]=[CH:18][CH:17]=[CH:16][CH:15]=1. The catalyst class is: 1. Reactant: [NH2:1][C:2]1[CH:3]=[CH:4][CH:5]=[C:6]2[C:11]=1[CH:10]=[C:9]([OH:12])[CH:8]=[CH:7]2.[CH:13](=O)[C:14]1[CH:19]=[CH:18][CH:17]=[CH:16][CH:15]=1.[O-]S([O-])(=O)=O.[Na+].[Na+]. (6) Reactant: [CH3:1][O:2][C:3]([C:5]1[C:6]2[CH2:7][C:8]([CH3:24])([CH3:23])[CH:9]([C:16]3[CH:21]=[CH:20][CH:19]=[C:18](Br)[CH:17]=3)[NH:10][C:11]=2[CH:12]=[CH:13][C:14]=1[Cl:15])=[O:4].[NH:25]1[CH2:30][CH2:29][O:28][CH2:27][CH2:26]1.Cl.CN(C)CC(O)=O.C(=O)([O-])[O-].[K+].[K+]. Product: [CH3:1][O:2][C:3]([C:5]1[C:6]2[CH2:7][C:8]([CH3:24])([CH3:23])[CH:9]([C:16]3[CH:21]=[CH:20][CH:19]=[C:18]([N:25]4[CH2:30][CH2:29][O:28][CH2:27][CH2:26]4)[CH:17]=3)[NH:10][C:11]=2[CH:12]=[CH:13][C:14]=1[Cl:15])=[O:4]. The catalyst class is: 156.